From a dataset of Catalyst prediction with 721,799 reactions and 888 catalyst types from USPTO. Predict which catalyst facilitates the given reaction. (1) Reactant: C[O:2][C:3]([C:5]1([O:8][C:9]2[CH:14]=[CH:13][C:12]([NH:15][C:16](=[O:40])[CH:17]([C:24]3[N:25]([C:33]4[CH:38]=[CH:37][C:36]([Cl:39])=[CH:35][CH:34]=4)[N:26]=[C:27]4[C:32]=3[CH2:31][CH2:30][CH2:29][CH2:28]4)[CH:18]3[CH2:23][CH2:22][CH2:21][CH2:20][CH2:19]3)=[C:11]([F:41])[CH:10]=2)[CH2:7][CH2:6]1)=[O:4].[OH-].[Li+]. Product: [Cl:39][C:36]1[CH:35]=[CH:34][C:33]([N:25]2[C:24]([CH:17]([CH:18]3[CH2:23][CH2:22][CH2:21][CH2:20][CH2:19]3)[C:16]([NH:15][C:12]3[CH:13]=[CH:14][C:9]([O:8][C:5]4([C:3]([OH:4])=[O:2])[CH2:7][CH2:6]4)=[CH:10][C:11]=3[F:41])=[O:40])=[C:32]3[C:27]([CH2:28][CH2:29][CH2:30][CH2:31]3)=[N:26]2)=[CH:38][CH:37]=1. The catalyst class is: 36. (2) Reactant: [Cl:1][C:2]1[CH:7]=[CH:6][CH:5]=[C:4]([Cl:8])[C:3]=1[C:9]1[C:10]([OH:15])=[CH:11][CH:12]=[CH:13][CH:14]=1.[CH2:16](Br)[CH:17]=[CH2:18].C(=O)([O-])[O-].[K+].[K+].O. Product: [CH2:18]([O:15][C:10]1[CH:11]=[CH:12][CH:13]=[CH:14][C:9]=1[C:3]1[C:2]([Cl:1])=[CH:7][CH:6]=[CH:5][C:4]=1[Cl:8])[CH:17]=[CH2:16]. The catalyst class is: 3. (3) Reactant: [F:1][C:2]1([F:19])[CH2:7][CH2:6][C:5](/[C:15](=[N:17]\O)/[CH3:16])([C:8]2[CH:9]=[N:10][C:11]([CH3:14])=[N:12][CH:13]=2)[CH2:4][CH2:3]1.N. Product: [F:19][C:2]1([F:1])[CH2:3][CH2:4][C:5]([CH:15]([NH2:17])[CH3:16])([C:8]2[CH:13]=[N:12][C:11]([CH3:14])=[N:10][CH:9]=2)[CH2:6][CH2:7]1. The catalyst class is: 181. (4) Reactant: [CH2:1]([O:3][C:4](=[O:15])/[C:5](/[C:13]#[N:14])=[CH:6]/[C:7]1[CH:12]=[CH:11][CH:10]=[CH:9][CH:8]=1)[CH3:2].[N+]([CH:19]([CH3:21])[CH3:20])([O-])=O.C(=O)([O-])[O-].[K+].[K+].[Na+].[Cl-]. Product: [CH2:1]([O:3][C:4]([C:5]1([C:13]#[N:14])[CH:6]([C:7]2[CH:12]=[CH:11][CH:10]=[CH:9][CH:8]=2)[C:19]1([CH3:21])[CH3:20])=[O:15])[CH3:2]. The catalyst class is: 14. (5) Reactant: C(N(C(C)C)CC)(C)C.[CH:10]1([C:13](Cl)=[O:14])[CH2:12][CH2:11]1.Cl.[N:17]1([C:24]([C:26]2[CH:27]=[C:28]3[NH:37][C:36](=[O:38])[C:35]4[C:30](=[CH:31][CH:32]=[CH:33][CH:34]=4)[N:29]3[CH:39]=2)=[O:25])[CH2:23][CH2:22][CH2:21][NH:20][CH2:19][CH2:18]1. Product: [CH:10]1([C:13]([N:20]2[CH2:21][CH2:22][CH2:23][N:17]([C:24]([C:26]3[CH:27]=[C:28]4[NH:37][C:36](=[O:38])[C:35]5[C:30](=[CH:31][CH:32]=[CH:33][CH:34]=5)[N:29]4[CH:39]=3)=[O:25])[CH2:18][CH2:19]2)=[O:14])[CH2:12][CH2:11]1. The catalyst class is: 42. (6) Reactant: C[O:2][C:3](=[O:31])[C:4]1[CH:9]=[CH:8][C:7]([O:10][CH2:11][CH2:12][N:13]2[C:21]3[C:16](=[CH:17][C:18]([C:22]#[N:23])=[CH:19][CH:20]=3)[C:15]([CH3:24])=[C:14]2[C:25]2[CH:26]=[N:27][CH:28]=[CH:29][CH:30]=2)=[CH:6][CH:5]=1.[OH-].[Li+].Cl. Product: [C:22]([C:18]1[CH:17]=[C:16]2[C:21](=[CH:20][CH:19]=1)[N:13]([CH2:12][CH2:11][O:10][C:7]1[CH:8]=[CH:9][C:4]([C:3]([OH:31])=[O:2])=[CH:5][CH:6]=1)[C:14]([C:25]1[CH:26]=[N:27][CH:28]=[CH:29][CH:30]=1)=[C:15]2[CH3:24])#[N:23]. The catalyst class is: 5.